This data is from Reaction yield outcomes from USPTO patents with 853,638 reactions. The task is: Predict the reaction yield, written as a fraction of the theoretical maximum amount of product (1.0 means a 100% yield; for example, 0.34 means a 34% yield). The reactants are [CH:1]([C:3]1[C:11]2[C:6](=[CH:7][CH:8]=[CH:9][C:10]=2[OH:12])[NH:5][CH:4]=1)=[O:2].[C:13]([O:17][C:18](O[C:18]([O:17][C:13]([CH3:16])([CH3:15])[CH3:14])=[O:19])=[O:19])([CH3:16])([CH3:15])[CH3:14].CN(C1C=CC=CN=1)C. The catalyst is C(#N)C. The product is [C:13]([O:17][C:18]([N:5]1[C:6]2[C:11](=[C:10]([OH:12])[CH:9]=[CH:8][CH:7]=2)[C:3]([CH:1]=[O:2])=[CH:4]1)=[O:19])([CH3:16])([CH3:15])[CH3:14]. The yield is 0.740.